This data is from Drug-target binding data from BindingDB using IC50 measurements. The task is: Regression. Given a target protein amino acid sequence and a drug SMILES string, predict the binding affinity score between them. We predict pIC50 (pIC50 = -log10(IC50 in M); higher means more potent). Dataset: bindingdb_ic50. (1) The compound is O=CN(O)CCCc1ccccc1. The target protein (P0A6K3) has sequence MSVLQVLHIPDERLRKVAKPVEEVNAEIQRIVDDMFETMYAEEGIGLAATQVDIHQRIIVIDVSENRDERLVLINPELLEKSGETGIEEGCLSIPEQRALVPRAEKVKIRALDRDGKPFELEADGLLAICIQHEMDHLVGKLFMDYLSPLKQQRIRQKVEKLDRLKARA. The pIC50 is 6.8. (2) The compound is Cc1ccc(NC(=O)Nc2cc(C(F)(F)F)ccc2F)cc1Nc1ccc2c(c1)NC(=O)/C2=C\c1ccc[nH]1. The target protein (P97793) has sequence MGAAGFLWLLPPLLLAAASYSGAATDQRAGSPASGPPLQPREPLSYSRLQRKSLAVDFVVPSLFRVYARDLLLPQPRSPSEPEAGGLEARGSLALDCEPLLRLLGPLPGISWADGASSPSPEAGPTLSRVLKGGSVRKLRRAKQLVLELGEETILEGCIGPPEEVAAVGILQFNLSELFSWWILHGEGRLRIRLMPEKKASEVGREGRLSSAIRASQPRLLFQIFGTGHSSMESPSETPSPPGTFMWNLTWTMKDSFPFLSHRSRYGLECSFDFPCELEYSPPLHNHGNQSWSWRHVPSEEASRMNLLDGPEAEHSQEMPRGSFLLLNTSADSKHTILSPWMRSSSDHCTLAVSVHRHLQPSGRYVAQLLPHNEAGREILLVPTPGKHGWTVLQGRVGRPANPFRVALEYISSGNRSLSAVDFFALKNCSEGTSPGSKMALQSSFTCWNGTVLQLGQACDFHQDCAQGEDEGQLCSKLPAGFYCNFENGFCGWTQSPLSP.... The pIC50 is 5.5.